Task: Predict the reaction yield, written as a fraction of the theoretical maximum amount of product (1.0 means a 100% yield; for example, 0.34 means a 34% yield).. Dataset: Reaction yield outcomes from USPTO patents with 853,638 reactions (1) The reactants are [CH3:1][C:2]1[C:11]2[C:6](=[CH:7][C:8]([CH3:12])=[CH:9][CH:10]=2)[C:5]([N:13]2[CH:17]=[N:16][N:15]=[C:14]2[SH:18])=[CH:4][CH:3]=1.Br[CH2:20][C:21]([O:23][CH2:24][CH3:25])=[O:22].C(=O)([O-])[O-].[K+].[K+].CN(C=O)C. The catalyst is C1COCC1.O. The product is [CH3:1][C:2]1[C:11]2[C:6](=[CH:7][C:8]([CH3:12])=[CH:9][CH:10]=2)[C:5]([N:13]2[CH:17]=[N:16][N:15]=[C:14]2[S:18][CH2:20][C:21]([O:23][CH2:24][CH3:25])=[O:22])=[CH:4][CH:3]=1. The yield is 0.860. (2) The yield is 0.598. The catalyst is ClCCl.FC(F)(F)C(O)=O.C(OCC)(=O)C. The reactants are [C:1]([C:5]1[CH:10]=[CH:9][C:8]([CH:11]2[C:15](=[O:16])[CH2:14][CH2:13][CH:12]2[C:17]2[CH:22]=[CH:21][C:20]([NH:23]C(=O)OC(C)(C)C)=[CH:19][CH:18]=2)=[CH:7][CH:6]=1)([CH3:4])([CH3:3])[CH3:2]. The product is [NH2:23][C:20]1[CH:19]=[CH:18][C:17]([CH:12]2[CH2:13][CH2:14][C:15](=[O:16])[CH:11]2[C:8]2[CH:7]=[CH:6][C:5]([C:1]([CH3:4])([CH3:3])[CH3:2])=[CH:10][CH:9]=2)=[CH:22][CH:21]=1. (3) The catalyst is CN(C=O)C. The reactants are [Br:1][C:2]1[CH:3]=[C:4]([NH:10][C:11]2[CH:15]=[C:14]([CH3:16])[NH:13][N:12]=2)[C:5](=[O:9])[N:6]([CH3:8])[CH:7]=1.Br[CH2:18][CH3:19].C([O-])([O-])=O.[K+].[K+]. The yield is 0.370. The product is [Br:1][C:2]1[CH:3]=[C:4]([NH:10][C:11]2[CH:15]=[C:14]([CH3:16])[N:13]([CH2:18][CH3:19])[N:12]=2)[C:5](=[O:9])[N:6]([CH3:8])[CH:7]=1.